From a dataset of Catalyst prediction with 721,799 reactions and 888 catalyst types from USPTO. Predict which catalyst facilitates the given reaction. (1) Reactant: B.[Cl:2][C:3]1[CH:4]=[C:5]([CH:19]=[C:20]([Cl:22])[CH:21]=1)[O:6][C:7]1[C:8]([CH2:17][CH3:18])=[N:9][N:10]2[CH2:15][CH2:14][NH:13][C:12](=O)[C:11]=12.[ClH:23]. Product: [Cl:23][CH2:20][Cl:22].[CH3:5][OH:6].[NH3:9].[Cl:22][C:20]1[CH:19]=[C:5]([CH:4]=[C:3]([Cl:2])[CH:21]=1)[O:6][C:7]1[C:8]([CH2:17][CH3:18])=[N:9][N:10]2[CH2:15][CH2:14][NH:13][CH2:12][C:11]=12. The catalyst class is: 7. (2) Reactant: C(OC(=O)[NH:7][CH2:8][CH2:9][O:10][C:11]1[C:16]([F:17])=[CH:15][CH:14]=[C:13]([N+:18]([O-:20])=[O:19])[C:12]=1F)(C)(C)C.C(O)(C(F)(F)F)=O.C1(C)C=CC=CC=1. Product: [F:17][C:16]1[C:11]2[O:10][CH2:9][CH2:8][NH:7][C:12]=2[C:13]([N+:18]([O-:20])=[O:19])=[CH:14][CH:15]=1. The catalyst class is: 2. (3) Reactant: [C:1]([N:4]1[CH2:9][CH2:8][CH:7]([CH2:10][N:11]2[C:15]3[CH:16]=[CH:17][C:18]([S:20]([CH:23]4[CH2:26][N:25](C(OC(C)(C)C)=O)[CH2:24]4)(=[O:22])=[O:21])=[CH:19][C:14]=3[N:13]=[C:12]2[CH2:34][C:35]([CH3:38])([CH3:37])[CH3:36])[CH2:6][CH2:5]1)(=[O:3])[CH3:2].FC(F)(F)C(O)=O. Product: [NH:25]1[CH2:26][CH:23]([S:20]([C:18]2[CH:17]=[CH:16][C:15]3[N:11]([CH2:10][CH:7]4[CH2:8][CH2:9][N:4]([C:1](=[O:3])[CH3:2])[CH2:5][CH2:6]4)[C:12]([CH2:34][C:35]([CH3:38])([CH3:37])[CH3:36])=[N:13][C:14]=3[CH:19]=2)(=[O:22])=[O:21])[CH2:24]1. The catalyst class is: 4. (4) Reactant: Cl.Br[C:3]1[CH:8]=[CH:7][N:6]=[CH:5][CH:4]=1.[NH:9]1[CH2:14][CH2:13][O:12][CH2:11][C:10]1=[O:15].[O-]P([O-])([O-])=O.[K+].[K+].[K+].N[C@@H]1CCCC[C@H]1N. Product: [N:9]1([CH:3]2[CH2:8][CH2:7][NH:6][CH2:5][CH2:4]2)[CH2:14][CH2:13][O:12][CH2:11][C:10]1=[O:15]. The catalyst class is: 185. (5) Reactant: [Br:1][C:2]1[CH:3]=[CH:4][C:5]([C:9]([OH:11])=O)=[N:6][C:7]=1[CH3:8].[F:12][C:13]([F:18])([F:17])[CH:14]([NH2:16])[CH3:15].C(N(CC)C(C)C)(C)C.C(P1(=O)OP(=O)(CCC)OP(=O)(CCC)O1)CC. Product: [Br:1][C:2]1[CH:3]=[CH:4][C:5]([C:9]([NH:16][CH:14]([CH3:15])[C:13]([F:18])([F:17])[F:12])=[O:11])=[N:6][C:7]=1[CH3:8]. The catalyst class is: 84. (6) Reactant: Br[C:2]1[CH:10]=[CH:9][CH:8]=[C:7]2[C:3]=1[C:4]([C:15]([N:17]1[CH2:22][CH2:21][CH:20]([C:23]3[CH:24]=[C:25]([CH:34]=[CH:35][C:36]=3[F:37])[CH2:26][NH:27][C:28](=[O:33])[C:29]([F:32])([F:31])[F:30])[CH2:19][CH2:18]1)=[O:16])=[CH:5][N:6]2[CH2:11][CH2:12][O:13][CH3:14].[F:38][C:39]1[CH:40]=[C:41](B(O)O)[CH:42]=[N:43][CH:44]=1.C(=O)([O-])[O-].[Cs+].[Cs+].C(Cl)Cl. Product: [F:30][C:29]([F:31])([F:32])[C:28]([NH:27][CH2:26][C:25]1[CH:34]=[CH:35][C:36]([F:37])=[C:23]([CH:20]2[CH2:21][CH2:22][N:17]([C:15]([C:4]3[C:3]4[C:7](=[CH:8][CH:9]=[CH:10][C:2]=4[C:41]4[CH:42]=[N:43][CH:44]=[C:39]([F:38])[CH:40]=4)[N:6]([CH2:11][CH2:12][O:13][CH3:14])[CH:5]=3)=[O:16])[CH2:18][CH2:19]2)[CH:24]=1)=[O:33]. The catalyst class is: 117.